Predict the reactants needed to synthesize the given product. From a dataset of Full USPTO retrosynthesis dataset with 1.9M reactions from patents (1976-2016). Given the product [CH:57]([OH:60])=[O:56].[Cl:42][C:40]1[CH:39]=[CH:38][C:37]([O:43][CH:44]([F:45])[F:46])=[C:36]([C:21]2[C:22]([NH:24][C:25]([C:27]3[CH:28]=[N:29][N:30]4[CH:35]=[CH:34][CH:33]=[N:32][C:31]=34)=[O:26])=[CH:23][N:19]([CH2:18][C:17]([N:14]3[CH2:15][CH2:16][CH:11]([N:10]4[CH2:54][CH:55]([OH:56])[CH2:59][CH2:58][C:57]4=[O:60])[CH2:12][CH2:13]3)=[O:47])[N:20]=2)[CH:41]=1, predict the reactants needed to synthesize it. The reactants are: CCN(C(C)C)C(C)C.[NH2:10][CH:11]1[CH2:16][CH2:15][N:14]([C:17](=[O:47])[CH2:18][N:19]2[CH:23]=[C:22]([NH:24][C:25]([C:27]3[CH:28]=[N:29][N:30]4[CH:35]=[CH:34][CH:33]=[N:32][C:31]=34)=[O:26])[C:21]([C:36]3[CH:41]=[C:40]([Cl:42])[CH:39]=[CH:38][C:37]=3[O:43][CH:44]([F:46])[F:45])=[N:20]2)[CH2:13][CH2:12]1.FC(F)(F)S(O[CH2:54][CH:55]1[CH2:59][CH2:58][C:57](=[O:60])[O:56]1)(=O)=O.